Predict the product of the given reaction. From a dataset of Forward reaction prediction with 1.9M reactions from USPTO patents (1976-2016). (1) Given the reactants C(O[C:9](=O)[N:10]([CH:12]([C:14](=[O:51])[NH:15][CH:16]([CH:45]1[CH2:50][CH2:49][CH2:48][CH2:47][CH2:46]1)[C:17]([N:19]1[CH2:23][CH2:22][CH:21]2[N:24]([C:40]([CH:42]3[CH2:44][CH2:43]3)=[O:41])[CH2:25][CH:26]([C:27](=[O:39])[NH:28][CH:29]3[C:38]4[C:33](=[CH:34][CH:35]=[CH:36][CH:37]=4)[CH2:32][CH2:31][CH2:30]3)[CH:20]12)=[O:18])[CH3:13])C)C1C=CC=CC=1, predict the reaction product. The product is: [CH:29]1([NH:28][C:27]([CH:26]2[CH2:25][N:24]([C:40]([CH:42]3[CH2:44][CH2:43]3)=[O:41])[CH:21]3[CH2:22][CH2:23][N:19]([C:17](=[O:18])[CH:16]([CH:45]4[CH2:46][CH2:47][CH2:48][CH2:49][CH2:50]4)[NH:15][C:14](=[O:51])[CH:12]([NH:10][CH3:9])[CH3:13])[CH:20]23)=[O:39])[C:38]2[C:33](=[CH:34][CH:35]=[CH:36][CH:37]=2)[CH2:32][CH2:31][CH2:30]1. (2) The product is: [O:18]=[S:19]1(=[O:29])[CH:23]=[CH:22][C:21]2[CH:24]=[CH:25][C:26]([NH:28][C:15]([C:13]3[C:12]4[C:7]([N:6]=[C:5]5[C:14]=3[CH:1]=[CH:2][CH:3]=[CH:4]5)=[CH:8][CH:9]=[CH:10][CH:11]=4)=[O:17])=[CH:27][C:20]1=2. Given the reactants [CH:1]1[C:14]2[C:5](=[N:6][C:7]3[C:12]([C:13]=2[C:15]([OH:17])=O)=[CH:11][CH:10]=[CH:9][CH:8]=3)[CH:4]=[CH:3][CH:2]=1.[O:18]=[S:19]1(=[O:29])[CH:23]=[CH:22][C:21]2[CH:24]=[CH:25][C:26]([NH2:28])=[CH:27][C:20]1=2.CCN(C(C)C)C(C)C.CN(C(ON1N=NC2C=CC=CC1=2)=[N+](C)C)C.F[P-](F)(F)(F)(F)F, predict the reaction product. (3) Given the reactants [C:1]1(=[O:14])[C:11]2=[C:12]3[C:7](=[CH:8][CH:9]=[CH:10]2)[CH:6]=[CH:5][CH:4]=[C:3]3[C:2]1=[O:13].S(=O)(=O)(O)O.[Br:20]Br, predict the reaction product. The product is: [Br:20][C:6]1[C:7]2[C:12]3[C:3]([C:2](=[O:13])[C:1](=[O:14])[C:11]=3[CH:10]=[CH:9][CH:8]=2)=[CH:4][CH:5]=1. (4) Given the reactants C(=O)([O-])[O-].[Cs+].[Cs+].[OH:7][C:8]1[CH:9]=[N:10][C:11]([N:14]2[CH2:19][CH2:18][N:17]([C:20]([O:22][C:23]([CH3:26])([CH3:25])[CH3:24])=[O:21])[CH2:16][CH2:15]2)=[N:12][CH:13]=1.Br[CH2:28][C:29]1[CH:34]=[CH:33][C:32]([S:35]([CH3:38])(=[O:37])=[O:36])=[CH:31][CH:30]=1.O, predict the reaction product. The product is: [CH3:38][S:35]([C:32]1[CH:33]=[CH:34][C:29]([CH2:28][O:7][C:8]2[CH:13]=[N:12][C:11]([N:14]3[CH2:15][CH2:16][N:17]([C:20]([O:22][C:23]([CH3:26])([CH3:25])[CH3:24])=[O:21])[CH2:18][CH2:19]3)=[N:10][CH:9]=2)=[CH:30][CH:31]=1)(=[O:36])=[O:37].